The task is: Predict the reactants needed to synthesize the given product.. This data is from Full USPTO retrosynthesis dataset with 1.9M reactions from patents (1976-2016). (1) The reactants are: [Br:1][C:2]1[CH:7]=[C:6]([N+:8]([O-:10])=[O:9])[CH:5]=[C:4]([CH3:11])[C:3]=1[OH:12].CCN(CC)CC.[O:20](S(C(F)(F)F)(=O)=O)[S:21]([C:24]([F:27])([F:26])[F:25])(=O)=[O:22].Cl. Given the product [F:25][C:24]([F:27])([F:26])[S:21]([O:12][C:3]1[C:4]([CH3:11])=[CH:5][C:6]([N+:8]([O-:10])=[O:9])=[CH:7][C:2]=1[Br:1])(=[O:22])=[O:20], predict the reactants needed to synthesize it. (2) Given the product [CH:1]([N:4]1[CH2:9][CH2:8][CH:7]([CH:10]=[O:11])[CH2:6][CH2:5]1)([CH3:3])[CH3:2], predict the reactants needed to synthesize it. The reactants are: [CH:1]([N:4]1[CH2:9][CH2:8][CH:7]([CH2:10][OH:11])[CH2:6][CH2:5]1)([CH3:3])[CH3:2].CN1CCOCC1. (3) Given the product [Cl:1][C:2]1[CH:7]=[CH:6][C:5]([C@@H:8]([NH:11][C:12]([CH:14]2[CH2:19][CH2:18][CH2:17][NH:16][CH2:15]2)=[O:13])[CH2:9][CH3:10])=[C:4]([F:27])[C:3]=1[C:28]([C:30]1[CH:31]=[N:32][CH:33]=[CH:34][CH:35]=1)=[O:29], predict the reactants needed to synthesize it. The reactants are: [Cl:1][C:2]1[CH:7]=[CH:6][C:5]([C@@H:8]([NH:11][C:12]([CH:14]2[CH2:19][CH2:18][CH2:17][N:16](C(OC(C)(C)C)=O)[CH2:15]2)=[O:13])[CH2:9][CH3:10])=[C:4]([F:27])[C:3]=1[C:28]([C:30]1[CH:31]=[N:32][CH:33]=[CH:34][CH:35]=1)=[O:29].Cl.O1CCOCC1. (4) Given the product [N:6]1[CH:7]=[CH:8][CH:9]=[C:4]([C:3]2[CH:12]=[C:11]([C:13]3[CH:14]=[C:15]([C:19](=[O:21])[CH3:20])[CH:16]=[CH:17][CH:18]=3)[O:1][N:2]=2)[CH:5]=1, predict the reactants needed to synthesize it. The reactants are: [OH:1][N:2]=[C:3](Cl)[C:4]1[CH:9]=[CH:8][CH:7]=[N:6][CH:5]=1.[C:11]([C:13]1[CH:14]=[C:15]([C:19](=[O:21])[CH3:20])[CH:16]=[CH:17][CH:18]=1)#[CH:12].N. (5) Given the product [F:55][C:54]([F:57])([F:56])[C:52]([OH:58])=[O:53].[O:42]1[C:36]2[CH:35]=[CH:34][C:33](/[CH:32]=[CH:31]/[C:2]3[C:10]4[C:5](=[CH:6][C:7]([C@H:11]5[C@@:13]6([C:21]7[C:16](=[CH:17][CH:18]=[CH:19][CH:20]=7)[NH:15][C:14]6=[O:22])[CH2:12]5)=[CH:8][CH:9]=4)[NH:4][N:3]=3)=[CH:50][C:37]=2[CH2:38][NH:39][CH2:40][CH2:41]1, predict the reactants needed to synthesize it. The reactants are: I[C:2]1[C:10]2[C:5](=[CH:6][C:7]([C@H:11]3[C@@:13]4([C:21]5[C:16](=[CH:17][CH:18]=[CH:19][CH:20]=5)[NH:15][C:14]4=[O:22])[CH2:12]3)=[CH:8][CH:9]=2)[NH:4][N:3]=1.CC1(C)C(C)(C)OB(/[CH:31]=[CH:32]/[C:33]2[CH:34]=[CH:35][C:36]3[O:42][CH2:41][CH2:40][N:39](C(OC(C)(C)C)=O)[CH2:38][C:37]=3[CH:50]=2)O1.[C:52]([OH:58])([C:54]([F:57])([F:56])[F:55])=[O:53]. (6) Given the product [Cl:41][C:42]1[CH:43]=[C:44]2[C:49](=[CH:50][CH:51]=1)[CH:48]=[C:47]([S:52]([NH:2][C@H:3]1[CH2:7][CH2:6][N:5]([C:8]3[CH:9]=[C:10]4[C:14](=[CH:15][CH:16]=3)[CH:13]([N:17]([CH3:24])[C:18](=[O:23])[C:19]([F:21])([F:22])[F:20])[CH2:12][CH2:11]4)[C:4]1=[O:25])(=[O:54])=[O:53])[CH:46]=[CH:45]2, predict the reactants needed to synthesize it. The reactants are: Cl.[NH2:2][C@H:3]1[CH2:7][CH2:6][N:5]([C:8]2[CH:9]=[C:10]3[C:14](=[CH:15][CH:16]=2)[CH:13]([N:17]([CH3:24])[C:18](=[O:23])[C:19]([F:22])([F:21])[F:20])[CH2:12][CH2:11]3)[C:4]1=[O:25].C(N(CC)C(C)C)(C)C.N1C=CC=CC=1.[Cl:41][C:42]1[CH:43]=[C:44]2[C:49](=[CH:50][CH:51]=1)[CH:48]=[C:47]([S:52](Cl)(=[O:54])=[O:53])[CH:46]=[CH:45]2.